This data is from Forward reaction prediction with 1.9M reactions from USPTO patents (1976-2016). The task is: Predict the product of the given reaction. (1) Given the reactants C(OC([NH:8][C:9]1[C:17]([C:18]2[CH:23]=[CH:22][CH:21]=[C:20]([N+:24]([O-:26])=[O:25])[CH:19]=2)=[N:16][CH:15]=[CH:14][C:10]=1[C:11]([OH:13])=[O:12])=O)(C)(C)C.C(O)(C(F)(F)F)=O, predict the reaction product. The product is: [NH2:8][C:9]1[C:17]([C:18]2[CH:23]=[CH:22][CH:21]=[C:20]([N+:24]([O-:26])=[O:25])[CH:19]=2)=[N:16][CH:15]=[CH:14][C:10]=1[C:11]([OH:13])=[O:12]. (2) Given the reactants [CH:1]([O:4][C:5]1[CH:10]=[CH:9][C:8]([C:11]2[CH:12]=[CH:13][C:14]3[O:18][C:17]([C:19]4[CH:20]=[C:21]([NH2:25])[CH:22]=[CH:23][CH:24]=4)=[N:16][C:15]=3[CH:26]=2)=[CH:7][CH:6]=1)([CH3:3])[CH3:2].[Cl:27][C:28]1[CH:33]=[CH:32][C:31]([Cl:34])=[CH:30][C:29]=1[S:35](Cl)(=[O:37])=[O:36], predict the reaction product. The product is: [Cl:27][C:28]1[CH:33]=[CH:32][C:31]([Cl:34])=[CH:30][C:29]=1[S:35]([NH:25][C:21]1[CH:22]=[CH:23][CH:24]=[C:19]([C:17]2[O:18][C:14]3[CH:13]=[CH:12][C:11]([C:8]4[CH:7]=[CH:6][C:5]([O:4][CH:1]([CH3:3])[CH3:2])=[CH:10][CH:9]=4)=[CH:26][C:15]=3[N:16]=2)[CH:20]=1)(=[O:37])=[O:36]. (3) Given the reactants [F:1][C:2]1[CH:3]=[C:4]([N:21]2[CH2:25][C@H:24]([CH2:26][N:27]3[CH:31]=[CH:30][N:29]=[N:28]3)[O:23][C:22]2=[O:32])[CH:5]=[CH:6][C:7]=1[C:8]1[CH:9]=[N:10][C:11]([C:14]2[CH2:18][C@@H:17]([CH2:19][OH:20])[O:16][N:15]=2)=[CH:12][CH:13]=1.C(OC([NH:40][CH2:41][CH2:42][C:43](O)=[O:44])=O)(C)(C)C.Cl.CN(C)CCCN=C=NCC, predict the reaction product. The product is: [NH2:40][CH2:41][CH2:42][C:43]([O:20][CH2:19][C@H:17]1[O:16][N:15]=[C:14]([C:11]2[CH:12]=[CH:13][C:8]([C:7]3[CH:6]=[CH:5][C:4]([N:21]4[CH2:25][C@H:24]([CH2:26][N:27]5[CH:31]=[CH:30][N:29]=[N:28]5)[O:23][C:22]4=[O:32])=[CH:3][C:2]=3[F:1])=[CH:9][N:10]=2)[CH2:18]1)=[O:44]. (4) Given the reactants [CH3:1][C:2]1[C:3]([C:29]2[CH:34]=[CH:33][CH:32]=[CH:31][CH:30]=2)=[N:4][N:5]([C:7]2[N:28]=[CH:27][CH:26]=[CH:25][C:8]=2[C:9]([NH:11][CH:12]([CH2:18][C:19]2[CH:24]=[CH:23][CH:22]=[CH:21][CH:20]=2)[CH:13]([OH:17])[C:14](O)=[O:15])=[O:10])[CH:6]=1.Cl.[CH3:36][O:37][NH2:38], predict the reaction product. The product is: [OH:17][CH:13]([C:14]([NH:38][O:37][CH3:36])=[O:15])[CH:12]([NH:11][C:9](=[O:10])[C:8]1[CH:25]=[CH:26][CH:27]=[N:28][C:7]=1[N:5]1[CH:6]=[C:2]([CH3:1])[C:3]([C:29]2[CH:30]=[CH:31][CH:32]=[CH:33][CH:34]=2)=[N:4]1)[CH2:18][C:19]1[CH:20]=[CH:21][CH:22]=[CH:23][CH:24]=1.